From a dataset of Experimentally validated miRNA-target interactions with 360,000+ pairs, plus equal number of negative samples. Binary Classification. Given a miRNA mature sequence and a target amino acid sequence, predict their likelihood of interaction. (1) The miRNA is hsa-miR-508-3p with sequence UGAUUGUAGCCUUUUGGAGUAGA. The protein sequence of the target gene is MTRFSYAEYFSLFHSCSAPSRSTAPPESSPARAPMGLFQGVMQKYSSSLFKTSQLAPADPLIKAIKDGDEEALKTMIKEGKNLAEPNKEGWLPLHEAAYYGQVGCLKVLQRAYPGTIDQRTLQEETAVYLATCRGHLDCLLSLLQAGAEPDISNKSRETPLYKACERKNAEAVKILVQHNADTNHRCNRGWTALHESVSRNDLEVMQILVSGGAKVESKNAYGITPLFVAAQSGQLEALRFLAKYGADINTQASDNASALYEACKNEHEEVVEFLLSQGADANKTNKDGLLPLHIASKKG.... Result: 0 (no interaction). (2) The miRNA is hsa-miR-6791-5p with sequence CCCCUGGGGCUGGGCAGGCGGA. The protein sequence of the target gene is MDQEPVGGVERGEAVAASGAAAAAAFGESAGQMSNERGFENVELGVIGKKKKVPRRVIHFVSGETMEEYSTDEDEVDGLEKKDVLPTVDPTKLTWGPYLWFYMLRAATSTLSVCDFLGEKIASVLGISTPKYQYAIDEYYRMKKEEEEEEEENRMSEEAEKQYQQNKLQTDSIVQTDQPETVISSSFVNVNFEMEGDSEVIMESKQNPVSVPP. Result: 1 (interaction). (3) The miRNA is mmu-miR-24-3p with sequence UGGCUCAGUUCAGCAGGAACAG. The protein sequence of the target gene is MAAHRPVEWVQAVVSRFDEQLPIKTGQQNTHTKVSTEHNKECLINISKYKFSLVISGLTTILKNVNNMRIFGEAAEKNLYLSQLIILDTLEKCLAGQPKDTMRLDETMLVKQLLPEICHFLHTCREGNQHAAELRNSASGVLFSLSCNNFNAVFSRISTRLQELTVCSEDNVDVHDIELLQYINVDCAKLKRLLKETAFKFKALKKVAQLAVINSLEKAFWNWVENYPDEFTKLYQIPQTDMAECAEKLFDLVDGFAESTKRKAAVWPLQIILLILCPEIIQDISKDVVDESNINKKLFL.... Result: 1 (interaction). (4) The miRNA is xtr-miR-9-5p with sequence UCUUUGGUUAUCUAGCUGUAUG. The protein sequence of the target gene is MGPVSARRSRLRPEISLILFQVGMVGACTVYVLQPGYLEVDYGSDAVTMECNFSTVGCPPVPPKSLWFRCGTHQPEALCLDGCRNEADKFTVKETLDPDQVFLTVNRLSPNDSAIYICGIAFPNELSPSAKHVGKGTTLVVRERLFSKEVRSFLIVLLALLSVYITGVCVTFIVLFKSKSNGPRSRETKGSKKKSARRIFQEIAQELYHKRYVETSHLPEQEGTDENRKALPNPGRA. Result: 0 (no interaction). (5) The miRNA is mmu-miR-218-5p with sequence UUGUGCUUGAUCUAACCAUGU. The protein sequence of the target gene is MEVNPPKQEHLLALKVMRLTKPTLFTNIPVTCEEKDLPGDLFNQLMKDDPSTVNGAEILMLGEMLTLPQNFGNIFLGETFSSYISVHNDSNQVVKDILVKADLQTSSQRLNLSASNAAVAELKPDCCIDDVIHHEVKEIGTHILVCAVSYTTQGGEKMYFRKFFKFQVLKPLDVKTKFYNAESDLSSVTDEVFLEAQIQNITTSPMFMEKVSLEPSIMYNVTELNSVTQAGECISTFGSRGYLQPMDTRQYLYCLKPKKEFAEKAGIIKGVTVIGKLDIVWKTNLGERGRLQTSQLQRMA.... Result: 1 (interaction).